This data is from Forward reaction prediction with 1.9M reactions from USPTO patents (1976-2016). The task is: Predict the product of the given reaction. (1) Given the reactants [Cl:1][CH2:2][CH2:3][CH2:4][O:5][C:6]1[CH:15]=[C:14]2[C:9]([C:10](O)=[N:11][CH:12]=[N:13]2)=[CH:8][C:7]=1[O:17][CH3:18].P(Cl)(Cl)([Cl:21])=O, predict the reaction product. The product is: [Cl:21][C:10]1[C:9]2[C:14](=[CH:15][C:6]([O:5][CH2:4][CH2:3][CH2:2][Cl:1])=[C:7]([O:17][CH3:18])[CH:8]=2)[N:13]=[CH:12][N:11]=1. (2) Given the reactants [N:1]1[CH:6]=[CH:5][CH:4]=[CH:3][C:2]=1[C:7]1[N:12]=[C:11]([CH3:13])[C:10]([C:14]([OH:16])=O)=[CH:9][N:8]=1.[NH2:17][N:18]1[C:26]2[C:21](=[CH:22][C:23]([F:27])=[CH:24][CH:25]=2)[C:20]([CH2:28][CH2:29][C:30]([CH3:33])([OH:32])[CH3:31])=[CH:19]1.C[N+]1(C2N=C(OC)N=C(OC)N=2)CCOCC1.[Cl-], predict the reaction product. The product is: [F:27][C:23]1[CH:22]=[C:21]2[C:26](=[CH:25][CH:24]=1)[N:18]([NH:17][C:14]([C:10]1[C:11]([CH3:13])=[N:12][C:7]([C:2]3[CH:3]=[CH:4][CH:5]=[CH:6][N:1]=3)=[N:8][CH:9]=1)=[O:16])[CH:19]=[C:20]2[CH2:28][CH2:29][C:30]([OH:32])([CH3:31])[CH3:33]. (3) Given the reactants [F:1][C:2]1[C:10]([O:11][C:12]2[C:21]3[C:16](=[CH:17][C:18]([OH:24])=[C:19]([O:22][CH3:23])[CH:20]=3)[N:15]=[N:14][CH:13]=2)=[CH:9][CH:8]=[C:7]2[C:3]=1[CH:4]=[C:5]([CH3:25])[NH:6]2.O[CH2:27][CH2:28][CH2:29][N:30]1[CH2:35][CH2:34][N:33]([CH3:36])[CH2:32][CH2:31]1, predict the reaction product. The product is: [F:1][C:2]1[C:10]([O:11][C:12]2[C:21]3[C:16](=[CH:17][C:18]([O:24][CH2:27][CH2:28][CH2:29][N:30]4[CH2:35][CH2:34][N:33]([CH3:36])[CH2:32][CH2:31]4)=[C:19]([O:22][CH3:23])[CH:20]=3)[N:15]=[N:14][CH:13]=2)=[CH:9][CH:8]=[C:7]2[C:3]=1[CH:4]=[C:5]([CH3:25])[NH:6]2. (4) Given the reactants [O:1]=[C:2]([CH3:7])[CH2:3][C:4]([NH2:6])=[O:5].CC[O-].[Na+].CCO.[C:15](/[C:18](=[CH:24]\N(C)C)/[C:19]([O:21][CH2:22][CH3:23])=[O:20])(=O)[CH3:16], predict the reaction product. The product is: [C:2]([C:3]1[C:4](=[O:5])[NH:6][C:15]([CH3:16])=[C:18]([C:19]([O:21][CH2:22][CH3:23])=[O:20])[CH:24]=1)(=[O:1])[CH3:7]. (5) Given the reactants [Cl:1][C:2]1[CH:3]=[CH:4][CH:5]=[C:6]2[C:10]=1[N:9]([CH2:11][CH2:12][CH2:13][NH:14][S:15]([CH3:18])(=[O:17])=[O:16])[C:8]([CH3:19])=[CH:7]2.[OH2:20].Cl.[C:22](Cl)(=[O:26])C(Cl)=O, predict the reaction product. The product is: [Cl:1][C:2]1[CH:3]=[CH:4][CH:5]=[C:6]2[C:10]=1[N:9]([CH2:11][CH2:12][CH2:13][NH:14][S:15]([CH3:18])(=[O:16])=[O:17])[C:8]([CH3:19])=[C:7]2[C:22]([OH:26])=[O:20]. (6) Given the reactants [C:1]([C:3]1[C:4]([N:18]2[CH2:23][CH2:22][NH:21][CH2:20][CH2:19]2)=[N:5][C:6]([C:14]([F:17])([F:16])[F:15])=[C:7]([CH:13]=1)[C:8]([O:10][CH2:11][CH3:12])=[O:9])#[N:2].[Cl:24][C:25]1[CH:30]=[C:29]([N:31]=[C:32]=[O:33])[CH:28]=[C:27]([Cl:34])[CH:26]=1, predict the reaction product. The product is: [C:1]([C:3]1[C:4]([N:18]2[CH2:23][CH2:22][N:21]([C:32]([NH:31][C:29]3[CH:28]=[C:27]([Cl:34])[CH:26]=[C:25]([Cl:24])[CH:30]=3)=[O:33])[CH2:20][CH2:19]2)=[N:5][C:6]([C:14]([F:15])([F:17])[F:16])=[C:7]([CH:13]=1)[C:8]([O:10][CH2:11][CH3:12])=[O:9])#[N:2]. (7) Given the reactants [CH3:1][C:2]1([CH3:9])[O:6][CH:5]([CH2:7][OH:8])[CH2:4][O:3]1.[S:10](Cl)([C:13]1[CH:19]=[CH:18][C:16]([CH3:17])=[CH:15][CH:14]=1)(=[O:12])=[O:11], predict the reaction product. The product is: [CH3:1][C:2]1([CH3:9])[O:6][CH:5]([CH2:7][O:8][S:10]([C:13]2[CH:19]=[CH:18][C:16]([CH3:17])=[CH:15][CH:14]=2)(=[O:12])=[O:11])[CH2:4][O:3]1. (8) The product is: [N:18]1[CH:19]=[CH:20][CH:21]=[C:16]([NH:15][C:13]([N:7]2[C@@H:8]3[CH2:12][N:11]([CH2:10][CH2:9]3)[C:5]3[CH:4]=[CH:3][C:2]([C:31]4[CH:36]=[N:35][C:34]([C:37]([F:40])([F:39])[F:38])=[CH:33][CH:32]=4)=[N:22][C:6]2=3)=[O:14])[CH:17]=1. Given the reactants Cl[C:2]1[CH:3]=[CH:4][C:5]2[N:11]3[CH2:12][C@H:8]([CH2:9][CH2:10]3)[N:7]([C:13]([NH:15][C:16]3[CH:17]=[N:18][CH:19]=[CH:20][CH:21]=3)=[O:14])[C:6]=2[N:22]=1.CC1(C)C(C)(C)OB([C:31]2[CH:32]=[CH:33][C:34]([C:37]([F:40])([F:39])[F:38])=[N:35][CH:36]=2)O1.[O-]P([O-])([O-])=O.[K+].[K+].[K+].CC(C1C=C(C(C)C)C(C2C=CC=CC=2P(C2CCCCC2)C2CCCCC2)=C(C(C)C)C=1)C, predict the reaction product. (9) Given the reactants [OH:1][CH:2]([C:13]1[CH:18]=[CH:17][N:16]=[CH:15][CH:14]=1)[C:3]1[CH:8]=[CH:7][CH:6]=[C:5]([O:9][CH3:10])[C:4]=1[O:11][CH3:12].C1(C)C=CC=CC=1.O.[H][H], predict the reaction product. The product is: [OH:1][CH:2]([CH:13]1[CH2:14][CH2:15][NH:16][CH2:17][CH2:18]1)[C:3]1[CH:8]=[CH:7][CH:6]=[C:5]([O:9][CH3:10])[C:4]=1[O:11][CH3:12]. (10) Given the reactants F[C:2]1[N:7]2[CH:8]=[C:9]([CH2:11][N:12]([CH3:23])[CH:13]3[C:22]4[N:21]=[CH:20][CH:19]=[CH:18][C:17]=4[CH2:16][CH2:15][CH2:14]3)[N:10]=[C:6]2[CH:5]=[CH:4][CH:3]=1.[C:24]([O:28][C:29]([N:31]1[CH2:36][CH2:35][NH:34][CH2:33][CH2:32]1)=[O:30])([CH3:27])([CH3:26])[CH3:25], predict the reaction product. The product is: [CH3:23][N:12]([CH2:11][C:9]1[N:10]=[C:6]2[CH:5]=[CH:4][CH:3]=[C:2]([N:34]3[CH2:33][CH2:32][N:31]([C:29]([O:28][C:24]([CH3:27])([CH3:26])[CH3:25])=[O:30])[CH2:36][CH2:35]3)[N:7]2[CH:8]=1)[CH:13]1[C:22]2[N:21]=[CH:20][CH:19]=[CH:18][C:17]=2[CH2:16][CH2:15][CH2:14]1.